Dataset: Reaction yield outcomes from USPTO patents with 853,638 reactions. Task: Predict the reaction yield, written as a fraction of the theoretical maximum amount of product (1.0 means a 100% yield; for example, 0.34 means a 34% yield). (1) The reactants are Br[C:2]1[C:3]([F:23])=[CH:4][C:5]2[O:11][CH2:10][CH2:9][N:8]3[C:12]([C:18]([NH:20][CH3:21])=[O:19])=[C:13]([C:15]([NH2:17])=[O:16])[N:14]=[C:7]3[C:6]=2[CH:22]=1.[N:24]1[CH:29]=[CH:28][CH:27]=[CH:26][C:25]=1[C@@:30]([OH:34])([C:32]#[CH:33])[CH3:31]. No catalyst specified. The product is [F:23][C:3]1[C:2]([C:33]#[C:32][C@:30]([OH:34])([C:25]2[CH:26]=[CH:27][CH:28]=[CH:29][N:24]=2)[CH3:31])=[CH:22][C:6]2[C:7]3[N:8]([C:12]([C:18]([NH:20][CH3:21])=[O:19])=[C:13]([C:15]([NH2:17])=[O:16])[N:14]=3)[CH2:9][CH2:10][O:11][C:5]=2[CH:4]=1. The yield is 0.0900. (2) The reactants are [C:1]([O:5][C@@H:6]([C:12]1[C:13]([CH3:37])=[N:14][C:15]2[N:16]([N:29]=[C:30]([C:32]([O:34]CC)=[O:33])[CH:31]=2)[C:17]=1[C:18]1[CH:27]=[CH:26][C:21]2[O:22][CH2:23][CH2:24][NH:25][C:20]=2[C:19]=1[Cl:28])[C:7]([O:9][CH2:10][CH3:11])=[O:8])([CH3:4])([CH3:3])[CH3:2].[OH-].[Na+]. The catalyst is CCO. The product is [C:1]([O:5][C@@H:6]([C:12]1[C:13]([CH3:37])=[N:14][C:15]2[N:16]([N:29]=[C:30]([C:32]([OH:34])=[O:33])[CH:31]=2)[C:17]=1[C:18]1[CH:27]=[CH:26][C:21]2[O:22][CH2:23][CH2:24][NH:25][C:20]=2[C:19]=1[Cl:28])[C:7]([O:9][CH2:10][CH3:11])=[O:8])([CH3:4])([CH3:2])[CH3:3]. The yield is 0.770. (3) The reactants are [Br:1][C:2]1[CH:3]=[N:4][C:5]2[N:6]([N:8]=[C:9]([C:11]([OH:13])=O)[CH:10]=2)[CH:7]=1.[CH3:14][CH:15]1[C:24]2[C:19](=[CH:20][CH:21]=[C:22]([C:25]([F:28])([F:27])[F:26])[CH:23]=2)[CH2:18][CH2:17][NH:16]1. No catalyst specified. The product is [Br:1][C:2]1[CH:3]=[N:4][C:5]2[N:6]([N:8]=[C:9]([C:11]([N:16]3[CH2:17][CH2:18][C:19]4[C:24](=[CH:23][C:22]([C:25]([F:26])([F:28])[F:27])=[CH:21][CH:20]=4)[CH:15]3[CH3:14])=[O:13])[CH:10]=2)[CH:7]=1. The yield is 0.180. (4) The reactants are [CH2:1]([N:8]1[C:13](=O)[CH2:12][O:11][C@@H:10]([CH3:15])[C@@H:9]1[C:16]([O:18][CH2:19][CH3:20])=[O:17])[C:2]1[CH:7]=[CH:6][CH:5]=[CH:4][CH:3]=1. The catalyst is C1COCC1. The product is [CH2:1]([N:8]1[CH2:13][CH2:12][O:11][C@@H:10]([CH3:15])[C@@H:9]1[C:16]([O:18][CH2:19][CH3:20])=[O:17])[C:2]1[CH:3]=[CH:4][CH:5]=[CH:6][CH:7]=1. The yield is 1.05. (5) The reactants are Cl.Cl.[CH:3]([N:6]1[CH2:11][CH2:10][CH:9]([NH:12][C:13]2[C:14]([CH:19]=O)=[N:15][CH:16]=[CH:17][CH:18]=2)[CH2:8][CH2:7]1)([CH3:5])[CH3:4].[NH2:21][C:22]1[CH:30]=[C:29]([F:31])[CH:28]=[C:27]([F:32])[C:23]=1[C:24]([NH2:26])=[O:25].OS([O-])=O.[Na+].O.C1(C)C=CC(S(O)(=O)=O)=CC=1. No catalyst specified. The product is [F:32][C:27]1[CH:28]=[C:29]([F:31])[CH:30]=[C:22]2[C:23]=1[C:24](=[O:25])[NH:26][C:19]([C:14]1[C:13]([NH:12][CH:9]3[CH2:8][CH2:7][N:6]([CH:3]([CH3:4])[CH3:5])[CH2:11][CH2:10]3)=[CH:18][CH:17]=[CH:16][N:15]=1)=[N:21]2. The yield is 0.480. (6) The product is [Br:1][C:2]1[S:3][C:4]([NH:38][C:41](=[O:26])[O:47][C:43]([CH3:46])([CH3:45])[CH3:44])=[C:5]([C:7]2[CH:12]=[C:11]([Cl:13])[CH:10]=[CH:9][C:8]=2[O:14][CH3:15])[N:6]=1. The reactants are [Br:1][C:2]1[S:3][C:4](C(O)=O)=[C:5]([C:7]2[CH:12]=[C:11]([Cl:13])[CH:10]=[CH:9][C:8]=2[O:14][CH3:15])[N:6]=1.C1(P(N=[N+]=[N-])(C2C=CC=CC=2)=[O:26])C=CC=CC=1.C([N:38]([CH2:41]C)CC)C.[C:43]([OH:47])([CH3:46])([CH3:45])[CH3:44]. The yield is 0.660. No catalyst specified.